Task: Predict the reaction yield, written as a fraction of the theoretical maximum amount of product (1.0 means a 100% yield; for example, 0.34 means a 34% yield).. Dataset: Reaction yield outcomes from USPTO patents with 853,638 reactions The reactants are N(C(N1CCCCC1)=O)=NC(N1CCCCC1)=O.[CH3:19][O:20][CH2:21][CH2:22]O.C(P(CCCC)CCCC)CCC.[C:37]([O:41][C:42]([N:44]1[CH2:49][C:48](=[O:50])[N:47]([C:51]2[CH:56]=[CH:55][CH:54]=[CH:53][C:52]=2[OH:57])[CH2:46][C:45]1([CH3:59])[CH3:58])=[O:43])([CH3:40])([CH3:39])[CH3:38]. The catalyst is C1(C)C=CC=CC=1.O. The product is [C:37]([O:41][C:42]([N:44]1[CH2:49][C:48](=[O:50])[N:47]([C:51]2[CH:56]=[CH:55][CH:54]=[CH:53][C:52]=2[O:57][CH2:22][CH2:21][O:20][CH3:19])[CH2:46][C:45]1([CH3:59])[CH3:58])=[O:43])([CH3:40])([CH3:38])[CH3:39]. The yield is 0.860.